Predict the reaction yield, written as a fraction of the theoretical maximum amount of product (1.0 means a 100% yield; for example, 0.34 means a 34% yield). From a dataset of Reaction yield outcomes from USPTO patents with 853,638 reactions. The reactants are O1CCCCC1[O:7][C:8]1[CH:13]=[CH:12][C:11]([N:14]2[CH2:19][CH2:18][CH:17]([N:20]([C:22]3[CH:27]=[CH:26][C:25]([Cl:28])=[CH:24][CH:23]=3)[CH3:21])[CH2:16][CH2:15]2)=[CH:10][CH:9]=1.C1(C)C=CC(S([O-])(=O)=O)=CC=1.[NH+]1C=CC=CC=1. The catalyst is C(O)C. The product is [Cl:28][C:25]1[CH:26]=[CH:27][C:22]([N:20]([CH:17]2[CH2:16][CH2:15][N:14]([C:11]3[CH:10]=[CH:9][C:8]([OH:7])=[CH:13][CH:12]=3)[CH2:19][CH2:18]2)[CH3:21])=[CH:23][CH:24]=1. The yield is 0.880.